This data is from Reaction yield outcomes from USPTO patents with 853,638 reactions. The task is: Predict the reaction yield, written as a fraction of the theoretical maximum amount of product (1.0 means a 100% yield; for example, 0.34 means a 34% yield). (1) The reactants are C(C1C=C(N[CH:11](C2C=CC(OC)=C(OC)C=2)[C:12]([OH:14])=[O:13])C=CC=1)(=O)N.[NH2:25][C:26]1[CH:27]=[C:28]([CH:32]=[CH:33][C:34]=1[F:35])[C:29]([NH2:31])=[O:30].[CH2:36]([O:38][C:39]1[CH:40]=[C:41](B(O)O)[CH:42]=[CH:43][C:44]=1[F:45])[CH3:37].O.C(O)(=O)C=O. No catalyst specified. The product is [C:29]([C:28]1[CH:32]=[CH:33][C:34]([F:35])=[C:26]([NH:25][CH:11]([C:41]2[CH:42]=[CH:43][C:44]([F:45])=[C:39]([O:38][CH2:36][CH3:37])[CH:40]=2)[C:12]([OH:14])=[O:13])[CH:27]=1)(=[O:30])[NH2:31]. The yield is 0.500. (2) The reactants are [CH3:1][O:2][C:3]1[CH:8]=[CH:7][C:6]([N+:9]([O-])=O)=[CH:5][CH:4]=1.O. The catalyst is C(OCC)(=O)C. The product is [NH2:9][C:6]1[CH:7]=[CH:8][C:3]([O:2][CH3:1])=[CH:4][CH:5]=1. The yield is 0.780.